From a dataset of Reaction yield outcomes from USPTO patents with 853,638 reactions. Predict the reaction yield, written as a fraction of the theoretical maximum amount of product (1.0 means a 100% yield; for example, 0.34 means a 34% yield). (1) The reactants are [NH2:1][C:2]1[C:7]([CH2:8][CH3:9])=[CH:6][CH:5]=[C:4]([CH3:10])[N:3]=1.[I:11]N1C(=O)CCC1=O. The catalyst is CN(C=O)C. The product is [CH2:8]([C:7]1[C:2]([NH2:1])=[N:3][C:4]([CH3:10])=[C:5]([I:11])[CH:6]=1)[CH3:9]. The yield is 0.790. (2) The reactants are [C:1]([O:5][C:6]([O:8][C:9]1[CH:21]=[CH:20][C:19]([N:22]([CH2:27][CH:28]2[CH2:30][CH2:29]2)[S:23]([CH3:26])(=[O:25])=[O:24])=[CH:18][C:10]=1[C:11]([O:13][CH2:14][C:15]([OH:17])=[O:16])=[O:12])=[O:7])([CH3:4])([CH3:3])[CH3:2].[Cl:31][C:32]1[CH:33]=[N+:34]([O-:57])[CH:35]=[C:36]([Cl:56])[C:37]=1[CH2:38][C@@H:39]([C:41]1[CH:46]=[CH:45][C:44]([O:47][CH:48]([F:50])[F:49])=[C:43]([O:51][CH2:52][CH:53]2[CH2:55][CH2:54]2)[CH:42]=1)O.C(Cl)CCl. The catalyst is CN(C1C=CN=CC=1)C.C(Cl)Cl. The product is [C:1]([O:5][C:6]([O:8][C:9]1[CH:21]=[CH:20][C:19]([N:22]([CH2:27][CH:28]2[CH2:29][CH2:30]2)[S:23]([CH3:26])(=[O:25])=[O:24])=[CH:18][C:10]=1[C:11]([O:13][CH2:14][C:15]([O:17][C@H:39]([C:41]1[CH:46]=[CH:45][C:44]([O:47][CH:48]([F:49])[F:50])=[C:43]([O:51][CH2:52][CH:53]2[CH2:54][CH2:55]2)[CH:42]=1)[CH2:38][C:37]1[C:36]([Cl:56])=[CH:35][N+:34]([O-:57])=[CH:33][C:32]=1[Cl:31])=[O:16])=[O:12])=[O:7])([CH3:4])([CH3:2])[CH3:3]. The yield is 0.800. (3) The reactants are [Cl:1][C:2]1[CH:7]=[C:6]([F:8])[CH:5]=[CH:4][C:3]=1[N:9]1[C:13]([OH:14])=[CH:12][C:11]([CH2:15][C:16]([O:18][CH3:19])=[O:17])=[N:10]1.[CH3:20][O:21][CH2:22][C:23](Cl)=[O:24].Cl. The catalyst is O1CCOCC1.[Cl-].[Na+].O. The product is [Cl:1][C:2]1[CH:7]=[C:6]([F:8])[CH:5]=[CH:4][C:3]=1[N:9]1[C:13]([OH:14])=[C:12]([C:23](=[O:24])[CH2:22][O:21][CH3:20])[C:11]([CH2:15][C:16]([O:18][CH3:19])=[O:17])=[N:10]1. The yield is 0.740. (4) The product is [CH:11]1([NH:10][C:8]2[C:7](/[CH:21]=[CH:20]/[C:19]([O:23][CH2:24][CH3:25])=[O:22])=[C:6]([CH3:18])[N:5]=[C:4]([NH:3][CH2:1][CH3:2])[N:9]=2)[CH2:16][CH2:15][CH2:14][CH2:13][CH2:12]1. The catalyst is CC(N(C)C)=O.CC([O-])=O.CC([O-])=O.[Pd+2]. The yield is 0.670. The reactants are [CH2:1]([NH:3][C:4]1[N:9]=[C:8]([NH:10][CH:11]2[CH2:16][CH2:15][CH2:14][CH2:13][CH2:12]2)[C:7](I)=[C:6]([CH3:18])[N:5]=1)[CH3:2].[C:19]([O:23][CH2:24][CH3:25])(=[O:22])[CH:20]=[CH2:21].CCN(CC)CC. (5) The reactants are [CH2:1]([O:8][C:9]([NH:11][C@@H:12]([CH2:16][C:17]1[CH:22]=[CH:21][C:20]([CH:23]2[S:27](=[O:29])(=[O:28])[NH:26][C:25](=[O:30])[CH2:24]2)=[C:19]([Br:31])[CH:18]=1)[C:13]([OH:15])=O)=[O:10])[C:2]1[CH:7]=[CH:6][CH:5]=[CH:4][CH:3]=1.[C:32]1([NH2:39])[C:33]([NH2:38])=[CH:34][CH:35]=[CH:36][CH:37]=1.C(N(CC)C(C)C)(C)C. The catalyst is CN(C=O)C. The product is [NH2:38][C:33]1[CH:34]=[CH:35][CH:36]=[CH:37][C:32]=1[NH:39][C:13](=[O:15])[C@@H:12]([NH:11][C:9](=[O:10])[O:8][CH2:1][C:2]1[CH:7]=[CH:6][CH:5]=[CH:4][CH:3]=1)[CH2:16][C:17]1[CH:22]=[CH:21][C:20]([CH:23]2[S:27](=[O:29])(=[O:28])[NH:26][C:25](=[O:30])[CH2:24]2)=[C:19]([Br:31])[CH:18]=1. The yield is 0.760. (6) The reactants are [CH:1]1([C:4]([C:6]2[CH:11]=[CH:10][C:9](Cl)=[C:8]([N+:13]([O-:15])=[O:14])[CH:7]=2)=[O:5])[CH2:3][CH2:2]1.[C:16]([N:23]1[CH2:28][CH2:27][NH:26][CH2:25][CH2:24]1)([O:18][C:19]([CH3:22])([CH3:21])[CH3:20])=[O:17]. No catalyst specified. The product is [CH:1]1([C:4]([C:6]2[CH:11]=[CH:10][C:9]([N:26]3[CH2:25][CH2:24][N:23]([C:16]([O:18][C:19]([CH3:22])([CH3:21])[CH3:20])=[O:17])[CH2:28][CH2:27]3)=[C:8]([N+:13]([O-:15])=[O:14])[CH:7]=2)=[O:5])[CH2:3][CH2:2]1. The yield is 0.980. (7) The reactants are [CH:1]([N:4]1[CH2:9][CH2:8][N:7]([C:10]([C:12]2[O:16][C:15]([CH:17]=O)=[CH:14][CH:13]=2)=[O:11])[CH2:6][CH2:5]1)([CH3:3])[CH3:2].[CH3:19][N+:20]([CH3:23])=CCl.[Cl-].[CH:25]([C:27]1OC(C(O)=O)=C[CH:28]=1)=O.Cl.Cl.C(N1CCNCC1)(C)C. The product is [CH:1]([N:4]1[CH2:5][CH2:6][N:7]([C:10]([C:12]2[O:16][C:15]([CH2:17][N:20]3[CH2:23][CH2:28][CH2:27][CH2:25][CH2:19]3)=[CH:14][CH:13]=2)=[O:11])[CH2:8][CH2:9]1)([CH3:2])[CH3:3]. The yield is 0.870. The catalyst is C(Cl)Cl. (8) The reactants are [Br:1][C:2]1[CH:7]=[CH:6][C:5]([C:8](=O)[CH2:9][C:10]2[CH:15]=[CH:14][N:13]=[CH:12][N:11]=2)=[CH:4][CH:3]=1.[NH2:17][NH:18][CH3:19].[CH3:20]N(C(OC)OC)C. The catalyst is CO. The product is [Br:1][C:2]1[CH:7]=[CH:6][C:5]([C:8]2[C:9]([C:10]3[CH:15]=[CH:14][N:13]=[CH:12][N:11]=3)=[CH:19][N:18]([CH3:20])[N:17]=2)=[CH:4][CH:3]=1. The yield is 0.518. (9) The reactants are [Cl:1]N1C(=O)CCC1=O.[C:9]([C:11]1[CH:31]=[CH:30][C:14]([O:15][CH:16]2[CH2:21][CH2:20][CH:19]([NH:22]C(=O)OC(C)(C)C)[CH2:18][CH2:17]2)=[CH:13][C:12]=1[O:32][CH3:33])#[N:10]. The catalyst is CC(O)C. The product is [NH2:22][C@H:19]1[CH2:20][CH2:21][C@H:16]([O:15][C:14]2[C:30]([Cl:1])=[CH:31][C:11]([C:9]#[N:10])=[C:12]([O:32][CH3:33])[CH:13]=2)[CH2:17][CH2:18]1. The yield is 0.780.